Dataset: Forward reaction prediction with 1.9M reactions from USPTO patents (1976-2016). Task: Predict the product of the given reaction. (1) Given the reactants C(O)=O.[NH2:4][CH2:5][CH2:6][C:7]1[CH:39]=[CH:38][C:10]([NH:11][CH:12]2[CH2:17][CH2:16][N:15]([C:18]([NH:20][CH2:21][C:22]3[CH:27]=[CH:26][C:25]([NH:28][C:29]([NH:31][CH2:32][CH2:33][CH2:34][CH2:35][CH2:36][CH3:37])=[O:30])=[CH:24][CH:23]=3)=[O:19])[CH2:14][CH2:13]2)=[CH:9][CH:8]=1.C([Si]([O:57][C:58]1[CH:63]=[CH:62][C:61]([O:64][CH2:65][CH:66]2[CH2:68][O:67]2)=[CH:60][CH:59]=1)(C1C=CC=CC=1)C1C=CC=CC=1)(C)(C)C, predict the reaction product. The product is: [CH2:32]([NH:31][C:29](=[O:30])[NH:28][C:25]1[CH:26]=[CH:27][C:22]([CH2:21][NH:20][C:18]([N:15]2[CH2:16][CH2:17][CH:12]([NH:11][C:10]3[CH:9]=[CH:8][C:7]([CH2:6][CH2:5][NH:4][CH2:68][C@H:66]([OH:67])[CH2:65][O:64][C:61]4[CH:62]=[CH:63][C:58]([OH:57])=[CH:59][CH:60]=4)=[CH:39][CH:38]=3)[CH2:13][CH2:14]2)=[O:19])=[CH:23][CH:24]=1)[CH2:33][CH2:34][CH2:35][CH2:36][CH3:37]. (2) The product is: [C:22]([O:21][C:19](=[O:20])[NH:17][C@@H:14]1[CH2:15][CH2:16][N:12]([S:9]([C:6]2[C:5]([Cl:18])=[CH:4][CH:3]=[C:2]([NH2:1])[C:7]=2[OH:8])(=[O:11])=[O:10])[CH2:13]1)([CH3:25])([CH3:24])[CH3:23]. Given the reactants [NH2:1][C:2]1[C:7]([OH:8])=[C:6]([S:9]([N:12]2[CH2:16][CH2:15][C@@H:14]([NH2:17])[CH2:13]2)(=[O:11])=[O:10])[C:5]([Cl:18])=[CH:4][CH:3]=1.[C:19](O[C:19]([O:21][C:22]([CH3:25])([CH3:24])[CH3:23])=[O:20])([O:21][C:22]([CH3:25])([CH3:24])[CH3:23])=[O:20], predict the reaction product. (3) Given the reactants [CH3:1][O:2][CH2:3][CH2:4][CH2:5][N:6]1[C:14]2[CH:13]=[C:12]([C:15]([O:17][CH2:18][CH3:19])=[O:16])[N:11]=[CH:10][C:9]=2[C:8]([CH:20]=[CH2:21])=[CH:7]1, predict the reaction product. The product is: [CH2:20]([C:8]1[C:9]2[CH:10]=[N:11][C:12]([C:15]([O:17][CH2:18][CH3:19])=[O:16])=[CH:13][C:14]=2[N:6]([CH2:5][CH2:4][CH2:3][O:2][CH3:1])[CH:7]=1)[CH3:21]. (4) Given the reactants FC(F)(F)C(O)=O.[C:8]([O:11][CH:12]([O:31][C:32](=[O:34])[CH3:33])[C:13]1[CH:18]=[CH:17][C:16]([O:19][CH2:20][CH2:21][CH2:22][CH2:23][CH:24]2[CH2:28][O:27]C(C)(C)[O:25]2)=[CH:15][CH:14]=1)(=[O:10])[CH3:9], predict the reaction product. The product is: [C:32]([O:31][CH:12]([O:11][C:8](=[O:10])[CH3:9])[C:13]1[CH:14]=[CH:15][C:16]([O:19][CH2:20][CH2:21][CH2:22][CH2:23][CH:24]([OH:25])[CH2:28][OH:27])=[CH:17][CH:18]=1)(=[O:34])[CH3:33]. (5) Given the reactants [F:1][C:2]1[C:3]([O:8][CH2:9][C:10]2[CH:17]=[CH:16][C:13]([CH:14]=O)=[CH:12][CH:11]=2)=[N:4][CH:5]=[CH:6][CH:7]=1.[N+:18]([CH3:21])([O-:20])=[O:19].C([O-])(=O)C.[NH4+].[BH4-].[Na+].C(=O)([O-])O.[Na+], predict the reaction product. The product is: [F:1][C:2]1[C:3]([O:8][CH2:9][C:10]2[CH:17]=[CH:16][C:13]([CH2:14][CH2:21][N+:18]([O-:20])=[O:19])=[CH:12][CH:11]=2)=[N:4][CH:5]=[CH:6][CH:7]=1. (6) Given the reactants [CH:1]1[C:13]2[CH:12]([CH2:14][O:15][C:16]([NH:18][C@@H:19]([C:24]([O:26][C:27]([CH3:30])([CH3:29])[CH3:28])=[O:25])[CH2:20][C:21](O)=[O:22])=[O:17])[C:11]3[C:6](=[CH:7][CH:8]=[CH:9][CH:10]=3)[C:5]=2[CH:4]=[CH:3][CH:2]=1.[CH3:31][N:32](C(ON1N=NC2C=CC=NC1=2)=[N+](C)C)C.F[P-](F)(F)(F)(F)F.CCN(C(C)C)C(C)C.CN, predict the reaction product. The product is: [CH:10]1[C:11]2[CH:12]([CH2:14][O:15][C:16]([NH:18][C@@H:19]([C:24]([O:26][C:27]([CH3:28])([CH3:29])[CH3:30])=[O:25])[CH2:20][C:21](=[O:22])[NH:32][CH3:31])=[O:17])[C:13]3[C:5](=[CH:4][CH:3]=[CH:2][CH:1]=3)[C:6]=2[CH:7]=[CH:8][CH:9]=1.